Dataset: NCI-60 drug combinations with 297,098 pairs across 59 cell lines. Task: Regression. Given two drug SMILES strings and cell line genomic features, predict the synergy score measuring deviation from expected non-interaction effect. Drug 1: CNC(=O)C1=CC=CC=C1SC2=CC3=C(C=C2)C(=NN3)C=CC4=CC=CC=N4. Drug 2: CC1C(C(CC(O1)OC2CC(OC(C2O)C)OC3=CC4=CC5=C(C(=O)C(C(C5)C(C(=O)C(C(C)O)O)OC)OC6CC(C(C(O6)C)O)OC7CC(C(C(O7)C)O)OC8CC(C(C(O8)C)O)(C)O)C(=C4C(=C3C)O)O)O)O. Cell line: CAKI-1. Synergy scores: CSS=48.5, Synergy_ZIP=20.0, Synergy_Bliss=19.9, Synergy_Loewe=21.2, Synergy_HSA=20.6.